Dataset: Full USPTO retrosynthesis dataset with 1.9M reactions from patents (1976-2016). Task: Predict the reactants needed to synthesize the given product. (1) Given the product [F:25][C:19]1[CH:20]=[C:21]([F:24])[CH:22]=[CH:23][C:18]=1[CH:17]=[C:16]([CH3:26])[CH2:15][N:14]([CH:10]1[CH2:11][CH2:12][CH2:13][NH:8][CH2:9]1)[C:32](=[O:33])[C:31]1[CH:30]=[C:29]([O:28][CH3:27])[C:37]([O:38][CH3:39])=[C:36]([O:40][CH3:41])[CH:35]=1, predict the reactants needed to synthesize it. The reactants are: C(OC([N:8]1[CH2:13][CH2:12][CH2:11][CH:10]([NH:14][CH2:15][C:16]([CH3:26])=[CH:17][C:18]2[CH:23]=[CH:22][C:21]([F:24])=[CH:20][C:19]=2[F:25])[CH2:9]1)=O)(C)(C)C.[CH3:27][O:28][C:29]1[CH:30]=[C:31]([CH:35]=[C:36]([O:40][CH3:41])[C:37]=1[O:38][CH3:39])[C:32](O)=[O:33].S(Cl)(Cl)=O.Cl. (2) Given the product [CH3:1][C:2]1[C:7]([CH:8]([CH2:37][CH2:38][CH3:39])[C:9]([O:11][CH3:12])=[O:10])=[C:6]([C:13]2[CH:18]=[CH:17][C:16]([CH3:19])=[CH:15][CH:14]=2)[N:5]=[C:4]([N:20]2[CH2:21][CH2:22][CH2:23][CH2:24][CH2:25]2)[N:3]=1, predict the reactants needed to synthesize it. The reactants are: [CH3:1][C:2]1[C:7]([CH2:8][C:9]([O:11][CH3:12])=[O:10])=[C:6]([C:13]2[CH:18]=[CH:17][C:16]([CH3:19])=[CH:15][CH:14]=2)[N:5]=[C:4]([N:20]2[CH2:25][CH2:24][CH2:23][CH2:22][CH2:21]2)[N:3]=1.[Li+].C[Si]([N-][Si](C)(C)C)(C)C.I[CH2:37][CH2:38][CH3:39]. (3) Given the product [CH2:8]([O:15][C:16]1[CH:35]=[CH:34][C:33]([CH:36]2[CH2:41][CH2:40][NH:39][CH2:38][CH2:37]2)=[CH:32][C:17]=1[C:18]([NH:20][C:21]1[CH:30]=[C:29]([Br:31])[CH:28]=[CH:27][C:22]=1[C:23]([O:25][CH3:26])=[O:24])=[O:19])[C:9]1[CH:10]=[CH:11][CH:12]=[CH:13][CH:14]=1, predict the reactants needed to synthesize it. The reactants are: FC(F)(F)C(O)=O.[CH2:8]([O:15][C:16]1[CH:35]=[CH:34][C:33]([CH:36]2[CH2:41][CH2:40][N:39](C(OC(C)(C)C)=O)[CH2:38][CH2:37]2)=[CH:32][C:17]=1[C:18]([NH:20][C:21]1[CH:30]=[C:29]([Br:31])[CH:28]=[CH:27][C:22]=1[C:23]([O:25][CH3:26])=[O:24])=[O:19])[C:9]1[CH:14]=[CH:13][CH:12]=[CH:11][CH:10]=1.C(=O)(O)[O-].[Na+]. (4) Given the product [Br:1][C:2]1[CH:7]=[CH:6][C:5]([Cl:8])=[C:4]([O:9][CH:12]([F:17])[F:16])[C:3]=1[F:10], predict the reactants needed to synthesize it. The reactants are: [Br:1][C:2]1[C:3]([F:10])=[C:4]([OH:9])[C:5]([Cl:8])=[CH:6][CH:7]=1.Cl[C:12]([F:17])([F:16])C([O-])=O.[Na+].C(=O)([O-])[O-].[K+].[K+].Cl.[OH-].[Na+]. (5) Given the product [NH:28]1[C:29]2[C:25](=[CH:24][C:23]([NH:22][C:19]3[C:20]4[S:21][C:13]([C:6]5[CH:7]=[CH:8][C:3]([CH:1]=[O:2])=[CH:4][CH:5]=5)=[CH:14][C:15]=4[N:16]=[CH:17][N:18]=3)=[CH:31][CH:30]=2)[CH:26]=[CH:27]1, predict the reactants needed to synthesize it. The reactants are: [CH:1]([C:3]1[CH:8]=[CH:7][C:6](B(O)O)=[CH:5][CH:4]=1)=[O:2].Br[C:13]1[S:21][C:20]2[C:19]([NH:22][C:23]3[CH:24]=[C:25]4[C:29](=[CH:30][CH:31]=3)[NH:28][CH:27]=[CH:26]4)=[N:18][CH:17]=[N:16][C:15]=2[CH:14]=1. (6) Given the product [ClH:39].[CH3:36][C:30]1[CH:29]=[CH:28][C:27]2[C:32](=[CH:33][CH:34]=[CH:35][C:26]=2[N:23]2[CH2:22][CH2:21][N:20]([CH2:19][CH2:18][C:17]3[C:12]4[O:11][CH2:10][C:9]5=[C:5]([C:3](=[O:4])[CH3:40])[N:6]=[CH:7][N:8]5[C:13]=4[CH:14]=[CH:15][CH:16]=3)[CH2:25][CH2:24]2)[N:31]=1, predict the reactants needed to synthesize it. The reactants are: CN(OC)[C:3]([C:5]1[N:6]=[CH:7][N:8]2[C:13]3[CH:14]=[CH:15][CH:16]=[C:17]([CH2:18][CH2:19][N:20]4[CH2:25][CH2:24][N:23]([C:26]5[CH:35]=[CH:34][CH:33]=[C:32]6[C:27]=5[CH:28]=[CH:29][C:30]([CH3:36])=[N:31]6)[CH2:22][CH2:21]4)[C:12]=3[O:11][CH2:10][C:9]=12)=[O:4].[ClH:39].[C:40]([O-])(O)=O.[Na+]. (7) Given the product [Br:20][C:17]1[CH:18]=[CH:19][C:9]([C:7]2[NH:3][C:34]([C@@H:33]3[CH2:32][C@@H:31]4[C@@H:29]([CH2:30]4)[N:28]3[C:26]([O:25][C:21]([CH3:24])([CH3:23])[CH3:22])=[O:27])=[N:41][CH:8]=2)=[CH:15][CH:16]=1, predict the reactants needed to synthesize it. The reactants are: CC[N:3]([CH:7]([CH3:9])[CH3:8])C(C)C.BrCC(C1[CH:19]=[CH:18][C:17]([Br:20])=[CH:16][CH:15]=1)=O.[C:21]([O:25][C:26]([N:28]1[C@H:33]([C:34](O)=O)[CH2:32][C@@H:31]2[C@H:29]1[CH2:30]2)=[O:27])([CH3:24])([CH3:23])[CH3:22].C([O-])(=O)C.[NH4+:41]. (8) Given the product [C:19]([C:16]1[CH:17]=[CH:18][C:13]([CH2:12][C:11]([NH:10][CH:7]2[CH2:8][CH2:9][N:4]([CH2:3][CH2:2][NH:22][C:23]3[CH:28]=[CH:27][CH:26]=[CH:25][CH:24]=3)[CH2:5][CH2:6]2)=[O:21])=[CH:14][CH:15]=1)#[N:20], predict the reactants needed to synthesize it. The reactants are: Cl[CH2:2][CH2:3][N:4]1[CH2:9][CH2:8][CH:7]([NH:10][C:11](=[O:21])[CH2:12][C:13]2[CH:18]=[CH:17][C:16]([C:19]#[N:20])=[CH:15][CH:14]=2)[CH2:6][CH2:5]1.[NH2:22][C:23]1[CH:28]=[CH:27][CH:26]=[CH:25][CH:24]=1.[I-].[Na+].CCN(C(C)C)C(C)C. (9) Given the product [Br:3][C:4]1[CH:5]=[C:6]2[CH:12]=[N:11][N:10]([CH2:18][O:17][CH2:16][CH2:15][Si:14]([CH3:21])([CH3:20])[CH3:13])[C:7]2=[N:8][CH:9]=1, predict the reactants needed to synthesize it. The reactants are: [H-].[Na+].[Br:3][C:4]1[CH:5]=[C:6]2[CH:12]=[N:11][NH:10][C:7]2=[N:8][CH:9]=1.[CH3:13][Si:14]([CH3:21])([CH3:20])[CH2:15][CH2:16][O:17][CH2:18]Cl.